Regression. Given a peptide amino acid sequence and an MHC pseudo amino acid sequence, predict their binding affinity value. This is MHC class I binding data. From a dataset of Peptide-MHC class I binding affinity with 185,985 pairs from IEDB/IMGT. (1) The peptide sequence is MTYKAAVL. The MHC is HLA-B58:01 with pseudo-sequence HLA-B58:01. The binding affinity (normalized) is 0.235. (2) The peptide sequence is VVYRGTTTY. The MHC is HLA-A33:01 with pseudo-sequence HLA-A33:01. The binding affinity (normalized) is 0. (3) The peptide sequence is TLYYLECKR. The MHC is HLA-A03:01 with pseudo-sequence HLA-A03:01. The binding affinity (normalized) is 0.0847. (4) The peptide sequence is EEMEITTHF. The MHC is HLA-B40:01 with pseudo-sequence HLA-B40:01. The binding affinity (normalized) is 0.0372. (5) The peptide sequence is RYPLTLGW. The MHC is HLA-B15:03 with pseudo-sequence HLA-B15:03. The binding affinity (normalized) is 0.0715.